Dataset: Drug-target binding data from BindingDB using IC50 measurements. Task: Regression. Given a target protein amino acid sequence and a drug SMILES string, predict the binding affinity score between them. We predict pIC50 (pIC50 = -log10(IC50 in M); higher means more potent). Dataset: bindingdb_ic50. (1) The small molecule is CS(=O)(=O)/C(C#N)=C/c1cccn1S(=O)(=O)c1ccccc1. The target protein (Q9Y570) has sequence MSALEKSMHLGRLPSRPPLPGSGGSQSGAKMRMGPGRKRDFSPVPWSQYFESMEDVEVENETGKDTFRVYKSGSEGPVLLLLHGGGHSALSWAVFTAAIISRVQCRIVALDLRSHGETKVKNPEDLSAETMAKDVGNVVEAMYGDLPPPIMLIGHSMGGAIAVHTASSNLVPSLLGLCMIDVVEGTAMDALNSMQNFLRGRPKTFKSLENAIEWSVKSGQIRNLESARVSMVGQVKQCEGITSPEGSKSIVEGIIEEEEEDEEGSESISKRKKEDDMETKKDHPYTWRIELAKTEKYWDGWFRGLSNLFLSCPIPKLLLLAGVDRLDKDLTIGQMQGKFQMQVLPQCGHAVHEDAPDKVAEAVATFLIRHRFAEPIGGFQCVFPGC. The pIC50 is 5.0. (2) The small molecule is CC(C)(C)C(=O)c1cn(CC(=O)O)c2ccccc12. The pIC50 is 4.2. The target protein (Q5RJP0) has sequence MTTFVKLRTKAKMPLVGLGTWKSPPGQVKEAVKAAIDAGYRHFDCAYVYQNESEVGEAIQEKIKEKAVRREDLFIVSKLWSTFFEKSLMKEAFQKTLSDLKLDYLDLYLIHWPQGLQAGKEFLPKDSQGKVLMSKSTFLDAWEGMEELVDQGLVKALGVSNFNHFQIERLLNKPGLKHKPVTNQVECHPYLTQEKLIQYCHSKGIAVIAYSPLGSPDRPYAKPEDPVVLEIPKIKEIAAKHKKTIAQVLIRFHVQRNVAVIPKSVTLSHIKENIQVFDFQLSEEDMAAILSLNRNWRACGLFVTSDEEDFPFHEEY. (3) The small molecule is C(=C/c1cc2ccc(C3=NCCN3)cc2[nH]1)\c1cc2ccc(C3=NCCN3)cc2[nH]1. The target protein (Q7U0P8) has sequence MEIIPPRLKEPLYRLYELRLRQGLAASKSDLPRHIAVLCDGNRRWARSAGYDDVSYGYRMGAAKIAEMLRWCHEAGIELATVYLLSTENLQRDPDELAALIEIITDVVEEICAPANHWSVRTVGDLGLIGEEPARRLRGAVESTPEVASFHVNVAVGYGGRREIVDAVRALLSKELANGATAEELVDAVTVEGISENLYTSGQPDPDLVIRTSGEQRLSGFLLWQSAYSEMWFTEAHWPAFRHVDFLRALRDYSARHRRYGR. The pIC50 is 5.3. (4) The drug is Cc1cccc(CC(O)(P(=O)(O)O)P(=O)(O)O)c1. The target protein sequence is MIKMSPLLLKAAVVTACLCSLAVATTVEEQTAPKPIENATTYQQELGGRGKVDSPTAPGDAVSITSGIKVMSVTTATAIIFLASAFGFSFAMYWWYVASDIKITPGKGNIMRNAHLTDEVMRNVYVISKRVSDGANAFLFAEYRYMGIFMLGFGALLYFLLGVAMSSPQGEGKDGRPPVAVEAPWVNAAFSLYAFVIGAFTSVLAGWIGMRIAVYTNSRTAVMATVGSGGSDNDVLANGSQSRGYALAFQTAFRGGITMGFALTSIGLFALFCTVKLMQTYFGDSAERLPELFECVAAFGLGGSSVACFGRVGGGIYTKAADVGADLVGKVEKNIPEDDARNPGVIADCIGDNVGDIAGMGSDLFGSFGEATCAALVIAASSAELSADFTCMMYPLLITAGGIFVCIGTALLAATNSGVKWAEDIEPTLKHQLLVSTIGATVVLVFITAYSLPDAFTVGAVETTKWRAMVCVLCGLWSGLLIGYSTEYFTSNSYRPVQEI.... The pIC50 is 4.6. (5) The compound is CCCCSc1nc(NC)c2[nH]c(=O)c(=O)n(Cc3ccc(F)cc3)c2n1. The target protein (Q836J0) has sequence MSNQEAIGLIDSGVGGLTVLKEALKQLPNERLIYLGDTARCPYGPRPAEQVVQFTWEMADFLLKKRIKMLVIACNTATAVALEEIKAALPIPVVGVILPGARAAVKVTKNNKIGVIGTLGTIKSASYEIAIKSKAPTIEVTSLDCPKFVPIVESNQYRSSVAKKIVAETLQALQLKGLDTLILGCTHYPLLRPVIQNVMGSHVTLIDSGAETVGEVSMLLDYFDIAHTPEAPTQPHEFYTTGSAKMFEEIASSWLGIENLKAQQIHLGGNEND. The pIC50 is 6.0. (6) The small molecule is NCCNC(=O)[C@H](Cc1ccncc1)NC(=O)[C@H](Cc1ccccc1F)NC(=O)Nc1ccc2c(CN3CCCC3)cn(Cc3c(Cl)cccc3Cl)c2c1. The target protein (P25116) has sequence MGPRRLLLVAACFSLCGPLLSARTRARRPESKATNATLDPRSFLLRNPNDKYEPFWEDEEKNESGLTEYRLVSINKSSPLQKQLPAFISEDASGYLTSSWLTLFVPSVYTGVFVVSLPLNIMAIVVFILKMKVKKPAVVYMLHLATADVLFVSVLPFKISYYFSGSDWQFGSELCRFVTAAFYCNMYASILLMTVISIDRFLAVVYPMQSLSWRTLGRASFTCLAIWALAIAGVVPLLLKEQTIQVPGLNITTCHDVLNETLLEGYYAYYFSAFSAVFFFVPLIISTVCYVSIIRCLSSSAVANRSKKSRALFLSAAVFCIFIICFGPTNVLLIAHYSFLSHTSTTEAAYFAYLLCVCVSSISCCIDPLIYYYASSECQRYVYSILCCKESSDPSSYNSSGQLMASKMDTCSSNLNNSIYKKLLT. The pIC50 is 7.2. (7) The drug is O=C1Cc2c([nH]c3ccc(Br)cc23)-c2cc(Br)ccc2N1. The target protein (P18266) has sequence MSGRPRTTSFAESCKPVQQPSAFGSMKVSRDKDGSKVTTVVATPGQGPDRPQEVSYTDTKVIGNGSFGVVYQAKLCDSGELVAIKKVLQDKRFKNRELQIMRKLDHCNIVRLRYFFYSSGEKKDEVYLNLVLDYVPETVYRVARHYSRAKQTLPVIYVKLYMYQLFRSLAYIHSFGICHRDIKPQNLLLDPDTAVLKLCDFGSAKQLVRGEPNVSYICSRYYRAPELIFGATDYTSSIDMWSAGCVLAELLLGQPIFPGDSGVDQLVEIIKVLGTPTREQIREMNPNYTEFKFPQIKAHPWTKVFRPRTPPEAIALCSRLLEYTPTARLTPLEACAHSFFDELRDPNVKLPNGRDTPALFNFTTQELSSNPPLATILIPPHARIQAAASPPANATAASDTNAGDRGQTNNAASASASNST. The pIC50 is 6.1. (8) The drug is CC(=O)N1CCC(C)(c2ccccc2)C2C=C(NC(=O)OC3CCCC3)C=CC21. The target protein (P01223) has sequence MTATFLMSMIFGLACGQAMSFCIPTEYMMHVERKECAYCLTINTTVCAGYCMTRDVNGKLFLPKYALSQDVCTYRDFMYKTAEIPGCPRHVTPYFSYPVAISCKCGKCNTDYSDCIHEAIKTNYCTKPQKSYMVGFSI. The pIC50 is 7.3. (9) The drug is CNCCN(C)Cc1cn[nH]c1-c1ccc(OC(C)C)cc1. The target protein (Q9NR22) has sequence MGMKHSSRCLLLRRKMAENAAESTEVNSPPSQPPQPVVPAKPVQCVHHVSTQPSCPGRGKMSKLLNPEEMTSRDYYFDSYAHFGIHEEMLKDEVRTLTYRNSMYHNKHVFKDKVVLDVGSGTGILSMFAAKAGAKKVFGIECSSISDYSEKIIKANHLDNIITIFKGKVEEVELPVEKVDIIISEWMGYCLFYESMLNTVIFARDKWLKPGGLMFPDRAALYVVAIEDRQYKDFKIHWWENVYGFDMTCIRDVAMKEPLVDIVDPKQVVTNACLIKEVDIYTVKTEELSFTSAFCLQIQRNDYVHALVTYFNIEFTKCHKKMGFSTAPDAPYTHWKQTVFYLEDYLTVRRGEEIYGTISMKPNAKNVRDLDFTVDLDFKGQLCETSVSNDYKMR. The pIC50 is 7.8. (10) The drug is Cc1cc(NCc2sccc2Cl)c2cccc(C(N)=O)c2n1. The target protein (P28907) has sequence MANCEFSPVSGDKPCCRLSRRAQLCLGVSILVLILVVVLAVVVPRWRQQWSGPGTTKRFPETVLARCVKYTEIHPEMRHVDCQSVWDAFKGAFISKHPCNITEEDYQPLMKLGTQTVPCNKILLWSRIKDLAHQFTQVQRDMFTLEDTLLGYLADDLTWCGEFNTSKINYQSCPDWRKDCSNNPVSVFWKTVSRRFAEAACDVVHVMLNGSRSKIFDKNSTFGSVEVHNLQPEKVQTLEAWVIHGGREDSRDLCQDPTIKELESIISKRNIQFSCKNIYRPDKFLQCVKNPEDSSCTSEI. The pIC50 is 5.3.